From a dataset of Forward reaction prediction with 1.9M reactions from USPTO patents (1976-2016). Predict the product of the given reaction. (1) The product is: [ClH:44].[ClH:44].[CH3:32][N:29]1[CH2:30][CH2:31][C:3]2[N:2]([CH3:1])[C:10]3[CH:9]=[C:8]([N:11]4[CH:16]=[CH:15][C:14]([C:17]5[CH:22]=[CH:21][C:20]([C:23]([F:24])([F:25])[F:26])=[CH:19][N:18]=5)=[CH:13][C:12]4=[O:27])[CH:7]=[CH:6][C:5]=3[C:4]=2[CH2:28]1. Given the reactants [CH3:1][N:2]1[C:10]2[CH:9]=[C:8]([N:11]3[CH:16]=[CH:15][C:14]([C:17]4[CH:22]=[CH:21][C:20]([C:23]([F:26])([F:25])[F:24])=[CH:19][N:18]=4)=[CH:13][C:12]3=[O:27])[CH:7]=[CH:6][C:5]=2[C:4]2[CH2:28][NH:29][CH2:30][CH2:31][C:3]1=2.[C:32]1(N)C(F)=C(F)C(F)=C(N)C=1F.[ClH:44].Cl, predict the reaction product. (2) Given the reactants N[C@H:2]1[CH2:11][CH2:10][C:9]2[C:8]([S:12]([NH:15][C:16]3[N:21]=[CH:20][CH:19]=[CH:18][N:17]=3)(=[O:14])=[O:13])=[CH:7][CH:6]=[C:5]([O:22][CH3:23])[C:4]=2[CH2:3]1.C=O.[C:26](O)(=O)C.[C:30]([BH3-])#[N:31].[Na+], predict the reaction product. The product is: [CH3:26][N:31]([CH3:30])[C@H:2]1[CH2:11][CH2:10][C:9]2[C:8]([S:12]([NH:15][C:16]3[N:21]=[CH:20][CH:19]=[CH:18][N:17]=3)(=[O:14])=[O:13])=[CH:7][CH:6]=[C:5]([O:22][CH3:23])[C:4]=2[CH2:3]1. (3) Given the reactants [Li+].CC([N-]C(C)C)C.[Cl:9][C:10]1[CH:15]=[C:14]([F:16])[CH:13]=[CH:12][N:11]=1.[C:17](=[O:19])=[O:18], predict the reaction product. The product is: [Cl:9][C:10]1[C:15]([C:17]([OH:19])=[O:18])=[C:14]([F:16])[CH:13]=[CH:12][N:11]=1.